This data is from Catalyst prediction with 721,799 reactions and 888 catalyst types from USPTO. The task is: Predict which catalyst facilitates the given reaction. (1) Reactant: [Cl:1][C:2]1[C:3]([NH:18][C:19]2[CH:23]=[C:22](OC(C)C)[NH:21][N:20]=2)=[N:4][C:5]([NH:8][C@H:9]([C:11]2[CH:16]=[CH:15][C:14]([F:17])=[CH:13][N:12]=2)[CH3:10])=[N:6][CH:7]=1.Cl[C:29]1N=C(NC2C=C(C)NN=2)C(Cl)=CN=1.CCN(C(C)C)C(C)C. Product: [Cl:1][C:2]1[C:3]([NH:18][C:19]2[CH:23]=[C:22]([CH3:29])[NH:21][N:20]=2)=[N:4][C:5]([NH:8][C@H:9]([C:11]2[CH:16]=[CH:15][C:14]([F:17])=[CH:13][N:12]=2)[CH3:10])=[N:6][CH:7]=1. The catalyst class is: 114. (2) Reactant: [C:1](OC)(=[O:6])[CH2:2][C:3]([CH3:5])=[O:4].[Li+].CC([N-]C(C)C)C.[CH:17]1([C:22](=[O:36])[CH2:23][CH2:24][C:25]2[C:30]([O:31][CH2:32][CH3:33])=[CH:29][N:28]=[C:27]([CH2:34][CH3:35])[CH:26]=2)[CH2:21][CH2:20][CH2:19][CH2:18]1.[OH-].[Na+].C(=O)([O-])[O-].[K+].[K+]. Product: [CH:17]1([C:22]2([CH2:23][CH2:24][C:25]3[C:30]([O:31][CH2:32][CH3:33])=[CH:29][N:28]=[C:27]([CH2:34][CH3:35])[CH:26]=3)[O:36][C:1](=[O:6])[CH2:2][C:3](=[O:4])[CH2:5]2)[CH2:21][CH2:20][CH2:19][CH2:18]1. The catalyst class is: 1. (3) Reactant: [CH3:1][CH2:2][CH2:3][CH:4](O)[CH2:5][CH2:6][CH2:7][CH2:8][CH2:9][CH2:10][CH2:11][CH2:12][CH2:13][CH2:14][CH2:15][CH3:16].C1(C)C=CC([S:24]([Cl:27])(=[O:26])=[O:25])=CC=1.N1C=CC=CC=1. Product: [CH3:1][CH2:2][CH2:3][CH:4]([S:24]([Cl:27])(=[O:26])=[O:25])[CH2:5][CH2:6][CH2:7][CH2:8][CH2:9][CH2:10][CH2:11][CH2:12][CH2:13][CH2:14][CH2:15][CH3:16]. The catalyst class is: 4. (4) Reactant: [C:1]1([CH:8]=[CH:7][C:5]([OH:6])=[CH:4][CH:3]=1)O.[CH3:9][O-:10].[Na+].Br[CH2:13][CH2:14][CH2:15][CH2:16][CH2:17][CH2:18][CH2:19][CH3:20]. Product: [CH2:9]([O:10][C:1]1[CH:8]=[CH:7][C:5]([O:6][CH2:13][CH2:14][CH2:15][CH2:16][CH2:17][CH2:18][CH2:19][CH3:20])=[CH:4][CH:3]=1)[CH2:13][CH2:14][CH2:15][CH2:16][CH2:17][CH2:18][CH3:19]. The catalyst class is: 5. (5) Reactant: [F:1][C:2]([F:17])([F:16])[C:3]1[CH:12]=[CH:11][C:10]2[C:5](=[CH:6][CH:7]=[C:8]([C:13]([OH:15])=O)[CH:9]=2)[N:4]=1.C(N(CC)C(C)C)(C)C.CN(C(ON1N=NC2C=CC=NC1=2)=[N+](C)C)C.F[P-](F)(F)(F)(F)F.Cl.Cl.[CH3:53][N:54]1[C:58]([CH3:59])=[C:57]([C@H:60]([NH2:62])[CH3:61])[CH:56]=[N:55]1. Product: [CH3:53][N:54]1[C:58]([CH3:59])=[C:57]([C@H:60]([NH:62][C:13]([C:8]2[CH:9]=[C:10]3[C:5](=[CH:6][CH:7]=2)[N:4]=[C:3]([C:2]([F:1])([F:17])[F:16])[CH:12]=[CH:11]3)=[O:15])[CH3:61])[CH:56]=[N:55]1. The catalyst class is: 2.